This data is from Full USPTO retrosynthesis dataset with 1.9M reactions from patents (1976-2016). The task is: Predict the reactants needed to synthesize the given product. (1) Given the product [NH2:27][CH2:26][C:25]1[CH:24]=[C:23]([N:6]2[CH2:5][CH2:4][CH2:3][CH2:2][C:1]2=[O:7])[CH:30]=[CH:29][CH:28]=1, predict the reactants needed to synthesize it. The reactants are: [C:1]1(=[O:7])[NH:6][CH2:5][CH2:4][CH2:3][CH2:2]1.[O-]P([O-])([O-])=O.[K+].[K+].[K+].CNCCNC.I[C:23]1[CH:24]=[C:25]([CH:28]=[CH:29][CH:30]=1)[CH2:26][NH2:27].N. (2) Given the product [NH:1]1[C:9]2[C:4](=[CH:5][C:6]([NH:10][C:11]3[C:12]4[CH:19]=[C:18]([C:20]([N:23]5[CH2:27][CH2:26][CH2:25][CH2:24]5)=[O:21])[NH:17][C:13]=4[N:14]=[CH:15][N:16]=3)=[CH:7][CH:8]=2)[CH:3]=[N:2]1, predict the reactants needed to synthesize it. The reactants are: [NH:1]1[C:9]2[C:4](=[CH:5][C:6]([NH:10][C:11]3[C:12]4[CH:19]=[C:18]([C:20](O)=[O:21])[NH:17][C:13]=4[N:14]=[CH:15][N:16]=3)=[CH:7][CH:8]=2)[CH:3]=[N:2]1.[NH:23]1[CH2:27][CH2:26][CH2:25][CH2:24]1. (3) Given the product [CH2:28]([O:27][CH2:26][C@H:23]1[CH2:24][CH2:25][C@@H:21]([N:18]2[CH2:19][CH2:20][CH:15]([N:7]3[C:5](=[O:6])[CH2:4][O:14][C@H:9]4[CH2:10][CH2:11][CH2:12][CH2:13][C@H:8]34)[CH2:16][CH2:17]2)[CH2:22]1)[CH3:29], predict the reactants needed to synthesize it. The reactants are: [H-].[Na+].Cl[CH2:4][C:5]([N:7]([CH:15]1[CH2:20][CH2:19][N:18]([C@@H:21]2[CH2:25][CH2:24][C@H:23]([CH2:26][O:27][CH2:28][CH3:29])[CH2:22]2)[CH2:17][CH2:16]1)[C@H:8]1[CH2:13][CH2:12][CH2:11][CH2:10][C@@H:9]1[OH:14])=[O:6].